Dataset: Full USPTO retrosynthesis dataset with 1.9M reactions from patents (1976-2016). Task: Predict the reactants needed to synthesize the given product. (1) Given the product [CH2:1]([O:8][C:9]([N:11]1[CH:17]([C:18](=[O:20])[NH:26][CH2:32][C:33]([C:35]2[CH:44]=[CH:43][C:42]3[C:37](=[CH:38][CH:39]=[C:40]([Br:45])[CH:41]=3)[CH:36]=2)=[O:34])[CH2:16][C:13]2([CH2:14][CH2:15]2)[CH2:12]1)=[O:10])[C:2]1[CH:3]=[CH:4][CH:5]=[CH:6][CH:7]=1, predict the reactants needed to synthesize it. The reactants are: [CH2:1]([O:8][C:9]([N:11]1[CH:17]([C:18]([OH:20])=O)[CH2:16][C:13]2([CH2:15][CH2:14]2)[CH2:12]1)=[O:10])[C:2]1[CH:7]=[CH:6][CH:5]=[CH:4][CH:3]=1.[Li+].[OH-].Cl.CC[N:26](CC)CC.Br[CH2:32][C:33]([C:35]1[CH:44]=[CH:43][C:42]2[C:37](=[CH:38][CH:39]=[C:40]([Br:45])[CH:41]=2)[CH:36]=1)=[O:34]. (2) Given the product [Cl:1][C:2]1[N:3]=[C:4]([NH:14][C@H:17]2[CH:18]3[CH2:2][CH2:7][CH:6]([CH2:5][CH2:4]3)[C@@H:24]2[C:22]([O:21][CH3:20])=[O:23])[C:5]([F:10])=[CH:6][C:7]=1[C:8]#[N:9], predict the reactants needed to synthesize it. The reactants are: [Cl:1][C:2]1[C:7]([C:8]#[N:9])=[CH:6][C:5]([F:10])=[C:4](Cl)[N:3]=1.C([N:14]([CH2:17][CH3:18])CC)C.C[CH2:20][O:21][C:22]([CH3:24])=[O:23].